From a dataset of Catalyst prediction with 721,799 reactions and 888 catalyst types from USPTO. Predict which catalyst facilitates the given reaction. (1) Reactant: O1[C:5]2([CH2:10][CH2:9][CH:8]([N:11]3[C:19]4[CH:18]=[CH:17][N:16]=[C:15]([O:20]C)[C:14]=4[C:13]([C:22]4[CH:23]=[C:24]([C:27]([NH2:29])=[O:28])[S:25][CH:26]=4)=[N:12]3)[CH2:7][CH2:6]2)[O:4]CC1.C1COCC1.Cl. Product: [O:20]=[C:15]1[C:14]2[C:13]([C:22]3[CH:23]=[C:24]([C:27]([NH2:29])=[O:28])[S:25][CH:26]=3)=[N:12][N:11]([CH:8]3[CH2:7][CH2:6][C:5](=[O:4])[CH2:10][CH2:9]3)[C:19]=2[CH:18]=[CH:17][NH:16]1. The catalyst class is: 6. (2) Reactant: Cl.Cl.[NH2:3][CH:4]([C:16]1[CH:21]=[CH:20][CH:19]=[CH:18][CH:17]=1)[C:5]([O:7][C@@H:8]1[CH:13]2[CH2:14][CH2:15][N:10]([CH2:11][CH2:12]2)[CH2:9]1)=[O:6].C(N(CC)CC)C.[Cl:29][C:30]1[CH:35]=[CH:34][C:33]([S:36](Cl)(=[O:38])=[O:37])=[CH:32][CH:31]=1. Product: [Cl:29][C:30]1[CH:35]=[CH:34][C:33]([S:36]([NH:3][CH:4]([C:16]2[CH:21]=[CH:20][CH:19]=[CH:18][CH:17]=2)[C:5]([O:7][C@@H:8]2[CH:13]3[CH2:12][CH2:11][N:10]([CH2:15][CH2:14]3)[CH2:9]2)=[O:6])(=[O:38])=[O:37])=[CH:32][CH:31]=1. The catalyst class is: 2. (3) Reactant: [I:1][C:2]1[CH:7]=[CH:6][CH:5]=[CH:4][C:3]=1[NH:8][C:9](=[O:18])[O:10][CH2:11][C:12]1[CH:17]=[CH:16][CH:15]=[CH:14][CH:13]=1.[C:19](=O)([O-])[O-].[Cs+].[Cs+].IC. Product: [I:1][C:2]1[CH:7]=[CH:6][CH:5]=[CH:4][C:3]=1[N:8]([CH3:19])[C:9](=[O:18])[O:10][CH2:11][C:12]1[CH:13]=[CH:14][CH:15]=[CH:16][CH:17]=1. The catalyst class is: 35. (4) Reactant: [CH3:1][N:2]([C:11]1[CH:12]=[CH:13][CH:14]=[C:15]2[C:19]=1[NH:18][C:17]([C:20]1[S:21][CH:22]([CH2:25][C:26](=[O:33])[N:27]3[CH2:32][CH2:31][S:30][CH2:29][CH2:28]3)[CH2:23][N:24]=1)=[CH:16]2)[S:3]([C:6]1[S:7][CH:8]=[CH:9][CH:10]=1)(=[O:5])=[O:4].[OH:34]OS([O-])=O.[K+].S([O-])([O-])=O.[Na+].[Na+].[OH2:46]. Product: [O:46]=[S:30]1(=[O:34])[CH2:29][CH2:28][N:27]([C:26](=[O:33])[CH2:25][CH:22]2[S:21][C:20]([C:17]3[NH:18][C:19]4[C:15]([CH:16]=3)=[CH:14][CH:13]=[CH:12][C:11]=4[N:2]([CH3:1])[S:3]([C:6]3[S:7][CH:8]=[CH:9][CH:10]=3)(=[O:5])=[O:4])=[N:24][CH2:23]2)[CH2:32][CH2:31]1. The catalyst class is: 214. (5) Reactant: [F:1][C:2]1[C:10]([F:11])=[CH:9][C:5]([C:6](O)=[O:7])=[C:4]([N+:12]([O-:14])=[O:13])[CH:3]=1.Cl.CN.C(Cl)CCl.C1C=CC2N(O)N=[N:28][C:26]=2C=1.CCN(C(C)C)C(C)C. Product: [F:1][C:2]1[C:10]([F:11])=[CH:9][C:5]([C:6]([NH:28][CH3:26])=[O:7])=[C:4]([N+:12]([O-:14])=[O:13])[CH:3]=1. The catalyst class is: 3.